Dataset: Oral bioavailability binary classification data from Ma et al.. Task: Regression/Classification. Given a drug SMILES string, predict its absorption, distribution, metabolism, or excretion properties. Task type varies by dataset: regression for continuous measurements (e.g., permeability, clearance, half-life) or binary classification for categorical outcomes (e.g., BBB penetration, CYP inhibition). Dataset: bioavailability_ma. The drug is CC(CN1c2ccccc2Sc2ccccc21)N(C)C. The result is 1 (high bioavailability).